Dataset: Full USPTO retrosynthesis dataset with 1.9M reactions from patents (1976-2016). Task: Predict the reactants needed to synthesize the given product. Given the product [Cl:26][C:23]1[CH:24]=[CH:25][C:20]([C:2]2([O:32][CH:29]3[CH2:30][CH2:31][CH:27]([OH:33])[CH2:28]3)[C:10]3[C:5](=[CH:6][CH:7]=[CH:8][CH:9]=3)[C:4](=[O:11])[N:3]2[CH2:12][CH2:13][C:14]2[CH:19]=[CH:18][CH:17]=[CH:16][CH:15]=2)=[CH:21][CH:22]=1, predict the reactants needed to synthesize it. The reactants are: Cl[C:2]1([C:20]2[CH:25]=[CH:24][C:23]([Cl:26])=[CH:22][CH:21]=2)[C:10]2[C:5](=[CH:6][CH:7]=[CH:8][CH:9]=2)[C:4](=[O:11])[N:3]1[CH2:12][CH2:13][C:14]1[CH:19]=[CH:18][CH:17]=[CH:16][CH:15]=1.[CH:27]1([OH:33])[CH2:31][CH2:30][CH:29]([OH:32])[CH2:28]1.